This data is from Catalyst prediction with 721,799 reactions and 888 catalyst types from USPTO. The task is: Predict which catalyst facilitates the given reaction. (1) Reactant: [CH3:1][O:2][C:3](=[O:15])[C:4]1[CH:13]=[C:12]([OH:14])[CH:11]=[C:6]([C:7]([O:9][CH3:10])=[O:8])[CH:5]=1.C(=O)([O-])[O-].[K+].[K+].[I-].[K+].Br[CH:25]([CH3:27])[CH3:26]. Product: [CH:25]([O:14][C:12]1[CH:11]=[C:6]([C:7]([O:9][CH3:10])=[O:8])[CH:5]=[C:4]([CH:13]=1)[C:3]([O:2][CH3:1])=[O:15])([CH3:27])[CH3:26]. The catalyst class is: 3. (2) Product: [Cl:1][C:2]1[CH:3]=[C:4]([C:9]2[CH2:13][C:12]([C:18]3[CH:27]=[CH:26][C:21]([C:22]([OH:24])=[O:23])=[C:20]([N+:28]([O-:30])=[O:29])[CH:19]=3)([C:14]([F:15])([F:17])[F:16])[O:11][N:10]=2)[CH:5]=[C:6]([Cl:8])[CH:7]=1. Reactant: [Cl:1][C:2]1[CH:3]=[C:4]([C:9]2[CH2:13][C:12]([C:18]3[CH:27]=[CH:26][C:21]([C:22]([O:24]C)=[O:23])=[C:20]([N+:28]([O-:30])=[O:29])[CH:19]=3)([C:14]([F:17])([F:16])[F:15])[O:11][N:10]=2)[CH:5]=[C:6]([Cl:8])[CH:7]=1.[OH-].[Li+]. The catalyst class is: 30. (3) The catalyst class is: 5. Reactant: [CH3:1][O:2][C:3]1[N:8]=[C:7]([N+]([O-])=O)[C:6](NC(=O)C)=[CH:5][C:4]=1[CH3:16].[OH-].[Na+].O. Product: [CH3:1][O:2][C:3]1[C:4]([CH3:16])=[CH:5][CH:6]=[CH:7][N:8]=1. (4) Reactant: [Na:1].C1OC1.[C:5]([OH:10])(=[O:9])[C:6]([CH3:8])=[CH2:7].[CH2:11]=[CH:12][C:13]1[CH:18]=[CH:17][CH:16]=[CH:15][CH:14]=1.[C:19]([O:24][CH3:25])(=[O:23])[C:20]([CH3:22])=[CH2:21].[C:26]([O:30][CH2:31][CH2:32][CH2:33][CH3:34])(=[O:29])[CH:27]=[CH2:28].[CH2:35]([CH:37]([CH2:45][CH2:46][CH2:47][CH3:48])[CH2:38][O:39][C:40](=[O:44])[C:41]([CH3:43])=[CH2:42])[CH3:36].[S:49]([O:53][O:52][S:49]([O-:53])(=[O:51])=[O:50])([O-:52])(=[O:51])=[O:50].[NH4+].[NH4+]. The catalyst class is: 6. Product: [CH2:11]=[CH:12][C:13]1[CH:18]=[CH:17][CH:16]=[CH:15][CH:14]=1.[C:26]([O:30][CH2:31][CH2:32][CH2:33][CH3:34])(=[O:29])[CH:27]=[CH2:28].[C:19]([O:24][CH3:25])(=[O:23])[C:20]([CH3:22])=[CH2:21].[CH2:35]([CH:37]([CH2:45][CH2:46][CH2:47][CH3:48])[CH2:38][O:39][C:40](=[O:44])[C:41]([CH3:43])=[CH2:42])[CH3:36].[Na:1].[C:5]([OH:10])(=[O:9])[C:6]([CH3:8])=[CH2:7].[S:49]([O-:53])([O-:52])(=[O:51])=[O:50]. (5) Reactant: [Si]([N-][Si](C)(C)C)(C)(C)C.[Li+].[CH3:11][O:12][C:13]1[CH:22]=[C:21]2[C:16]([CH2:17][CH2:18][CH2:19][C:20]2=[O:23])=[CH:15][CH:14]=1.I[CH3:25]. Product: [CH3:25][CH:19]1[CH2:18][CH2:17][C:16]2[C:21](=[CH:22][C:13]([O:12][CH3:11])=[CH:14][CH:15]=2)[C:20]1=[O:23]. The catalyst class is: 1. (6) Reactant: [CH:1]([NH:3][C@H:4]([C:9]([OH:11])=[O:10])[CH2:5][CH2:6][S:7][CH3:8])=[O:2].O[N:13]1[C:17](=[O:18])[CH2:16][CH2:15][C:14]1=[O:19]. Product: [O:19]=[C:14]1[CH2:15][CH2:16][C:17](=[O:18])[N:13]1[O:10][C:9](=[O:11])[C@@H:4]([NH:3][CH:1]=[O:2])[CH2:5][CH2:6][S:7][CH3:8]. The catalyst class is: 1. (7) Reactant: [C:1]([NH:5][C:6]([NH:8][C:9]1[C:10]([CH3:30])=[C:11]([CH:28]=[O:29])[C:12]2[O:16][CH2:15][C@H:14]([C:17]3[CH:22]=[CH:21][C:20]([CH:23]([CH3:25])[CH3:24])=[CH:19][CH:18]=3)[C:13]=2[C:26]=1[CH3:27])=[O:7])([CH3:4])([CH3:3])[CH3:2]. The catalyst class is: 175. Product: [C:1]([NH:5][C:6]([NH:8][C:9]1[C:10]([CH3:30])=[C:11]([CH2:28][OH:29])[C:12]2[O:16][CH2:15][C@H:14]([C:17]3[CH:18]=[CH:19][C:20]([CH:23]([CH3:25])[CH3:24])=[CH:21][CH:22]=3)[C:13]=2[C:26]=1[CH3:27])=[O:7])([CH3:3])([CH3:2])[CH3:4].